Binary Classification. Given a drug SMILES string, predict its activity (active/inactive) in a high-throughput screening assay against a specified biological target. From a dataset of HIV replication inhibition screening data with 41,000+ compounds from the AIDS Antiviral Screen. (1) The compound is [N-]=[N+]=NC1=CCCCCC(=O)C1. The result is 0 (inactive). (2) The molecule is COc1ccc(C(=C(c2ccc(OC)cc2)c2ccc(OC)cc2)c2ccc(OC)cc2)cc1. The result is 0 (inactive). (3) The drug is O=C1Nc2ccccc2C1=NNC(=S)Nc1ccc(Cl)cc1. The result is 0 (inactive). (4) The result is 0 (inactive). The drug is CC12OC3(C)OC(=O)C(c4ccccc4)(O1)C3(C)O2. (5) The drug is C=C1CC[N+]2(CCCCCC)CCCC12. The result is 0 (inactive). (6) The compound is NC(=S)NCC12CC3CC(CC(C3)C1)C2. The result is 0 (inactive). (7) The molecule is Cc1c2c(n(CCN(C)C)c1C)NN=C(C#N)S2(=O)=O. The result is 0 (inactive). (8) The molecule is O=C(O)Cc1c(-c2ccc([N+](=O)[O-])cc2)c(=O)oc2cc(O)ccc12. The result is 0 (inactive).